Dataset: Forward reaction prediction with 1.9M reactions from USPTO patents (1976-2016). Task: Predict the product of the given reaction. (1) Given the reactants [Cl:1][C:2]1[CH:3]=[C:4]([CH:41]=[CH:42][C:43]=1[Cl:44])[CH2:5][O:6][C:7]1[CH:12]=[CH:11][C:10]([C@H:13]2[O:26][C:25]3[C:16](=[CH:17][C:18]4[CH2:19][C@@H:20]([C:36](O)=[O:37])[N:21]([C@H:27]([C:30]5[CH:35]=[CH:34][CH:33]=[CH:32][CH:31]=5)[CH2:28][CH3:29])[CH2:22][C:23]=4[CH:24]=3)[N:15]([CH3:39])[C:14]2=[O:40])=[CH:9][CH:8]=1.[CH3:45][O:46][C:47](=[O:65])[C@H:48]([NH2:64])[CH2:49][C:50]1[CH:55]=[CH:54][C:53]([C:56]2[CH:61]=[CH:60][C:59]([C:62]#[N:63])=[CH:58][CH:57]=2)=[CH:52][CH:51]=1, predict the reaction product. The product is: [CH3:45][O:46][C:47](=[O:65])[C@H:48]([NH:64][C:36]([C@@H:20]1[CH2:19][C:18]2[CH:17]=[C:16]3[C:25]([O:26][C@H:13]([C:10]4[CH:9]=[CH:8][C:7]([O:6][CH2:5][C:4]5[CH:41]=[CH:42][C:43]([Cl:44])=[C:2]([Cl:1])[CH:3]=5)=[CH:12][CH:11]=4)[C:14](=[O:40])[N:15]3[CH3:39])=[CH:24][C:23]=2[CH2:22][N:21]1[C@H:27]([C:30]1[CH:35]=[CH:34][CH:33]=[CH:32][CH:31]=1)[CH2:28][CH3:29])=[O:37])[CH2:49][C:50]1[CH:55]=[CH:54][C:53]([C:56]2[CH:61]=[CH:60][C:59]([C:62]#[N:63])=[CH:58][CH:57]=2)=[CH:52][CH:51]=1. (2) Given the reactants Br[CH2:2][C:3]([C:5]1[S:9][C:8]([CH3:10])=[N:7][C:6]=1[CH3:11])=O.Br.[Br:13][C:14]1[CH:15]=[CH:16][C:17]([O:24][CH3:25])=[C:18]([NH:20][C:21]([NH2:23])=[S:22])[CH:19]=1, predict the reaction product. The product is: [Br:13][C:14]1[CH:15]=[CH:16][C:17]([O:24][CH3:25])=[C:18]([NH:20][C:21]2[S:22][CH:2]=[C:3]([C:5]3[S:9][C:8]([CH3:10])=[N:7][C:6]=3[CH3:11])[N:23]=2)[CH:19]=1. (3) Given the reactants [NH2:1][C@H:2]([C:4]([O:6][C:7]([CH3:10])([CH3:9])[CH3:8])=[O:5])[CH3:3].Cl.C(N(CC)CC)C.[NH:19](C(OCC1C2C(=CC=CC=2)C2C1=CC=CC=2)=O)[C@H:20]([C:28](O)=[O:29])[CH2:21][C:22]1[CH:27]=[CH:26][CH:25]=[CH:24][CH:23]=1.C1C=CC2N(O)N=NC=2C=1.CCN=C=NCCCN(C)C.Cl, predict the reaction product. The product is: [NH2:19][C@H:20]([C:28]([NH:1][C@H:2]([C:4]([O:6][C:7]([CH3:10])([CH3:9])[CH3:8])=[O:5])[CH3:3])=[O:29])[CH2:21][C:22]1[CH:23]=[CH:24][CH:25]=[CH:26][CH:27]=1. (4) Given the reactants [Br:1][C:2]1[CH:3]=[C:4]2[C:9](=[CH:10][CH:11]=1)[C:8](Cl)=[N:7][N:6]=[CH:5]2.[CH3:13][N:14]1[CH2:19][CH2:18][NH:17][CH2:16][CH2:15]1.C(=O)([O-])[O-].[K+].[K+], predict the reaction product. The product is: [Br:1][C:2]1[CH:3]=[C:4]2[C:9](=[CH:10][CH:11]=1)[C:8]([N:17]1[CH2:18][CH2:19][N:14]([CH3:13])[CH2:15][CH2:16]1)=[N:7][N:6]=[CH:5]2.